From a dataset of Peptide-MHC class II binding affinity with 134,281 pairs from IEDB. Regression. Given a peptide amino acid sequence and an MHC pseudo amino acid sequence, predict their binding affinity value. This is MHC class II binding data. (1) The peptide sequence is SIINHKFCNLSDAHK. The MHC is DRB1_0401 with pseudo-sequence DRB1_0401. The binding affinity (normalized) is 0.543. (2) The peptide sequence is YDKFLAFVSTVLTGK. The MHC is DRB3_0202 with pseudo-sequence DRB3_0202. The binding affinity (normalized) is 0.341. (3) The binding affinity (normalized) is 0.587. The MHC is DRB1_0802 with pseudo-sequence DRB1_0802. The peptide sequence is AYVATVSEALRIIAG. (4) The peptide sequence is GELEFEEFVSLASRF. The binding affinity (normalized) is 0.0619. The MHC is HLA-DQA10101-DQB10501 with pseudo-sequence HLA-DQA10101-DQB10501. (5) The peptide sequence is KRFFLPVFSDEVLAG. The MHC is DRB1_0405 with pseudo-sequence DRB1_0405. The binding affinity (normalized) is 0.758. (6) The peptide sequence is GPVTILNWSFVRNDQ. The MHC is HLA-DPA10103-DPB10401 with pseudo-sequence HLA-DPA10103-DPB10401. The binding affinity (normalized) is 0.221. (7) The peptide sequence is KNSCAKNYNCKILPN. The MHC is DRB3_0202 with pseudo-sequence DRB3_0202. The binding affinity (normalized) is 0.427. (8) The peptide sequence is RMRNMSLMSSLRIPG. The MHC is H-2-IAd with pseudo-sequence H-2-IAd. The binding affinity (normalized) is 0.598.